This data is from Peptide-MHC class I binding affinity with 185,985 pairs from IEDB/IMGT. The task is: Regression. Given a peptide amino acid sequence and an MHC pseudo amino acid sequence, predict their binding affinity value. This is MHC class I binding data. (1) The peptide sequence is ASMDNTSPM. The MHC is BoLA-AW10 with pseudo-sequence BoLA-AW10. The binding affinity (normalized) is 0.0641. (2) The peptide sequence is WHQARFEEL. The MHC is HLA-B15:09 with pseudo-sequence HLA-B15:09. The binding affinity (normalized) is 0.710. (3) The peptide sequence is TPNYMKLLV. The MHC is HLA-B07:02 with pseudo-sequence HLA-B07:02. The binding affinity (normalized) is 0.636.